This data is from Catalyst prediction with 721,799 reactions and 888 catalyst types from USPTO. The task is: Predict which catalyst facilitates the given reaction. Reactant: [NH2:1][C:2]1[C:7]([O:8][CH3:9])=[C:6]([Cl:10])[CH:5]=[C:4]([F:11])[C:3]=1[N:12]1[C:17](=[O:18])[CH:16]=[C:15]([C:19]([F:22])([F:21])[F:20])[N:14]([CH3:23])[C:13]1=[O:24].C(N(CC)CC)C.[F:32][C:33]1[CH:41]=[C:40]([F:42])[CH:39]=[CH:38][C:34]=1[C:35](Cl)=[O:36]. Product: [Cl:10][C:6]1[CH:5]=[C:4]([F:11])[C:3]([N:12]2[C:17](=[O:18])[CH:16]=[C:15]([C:19]([F:22])([F:21])[F:20])[N:14]([CH3:23])[C:13]2=[O:24])=[C:2]([NH:1][C:35](=[O:36])[C:34]2[CH:38]=[CH:39][C:40]([F:42])=[CH:41][C:33]=2[F:32])[C:7]=1[O:8][CH3:9]. The catalyst class is: 7.